This data is from Catalyst prediction with 721,799 reactions and 888 catalyst types from USPTO. The task is: Predict which catalyst facilitates the given reaction. (1) Reactant: [CH:1]1([C:4]2[N:9]=[C:8]([C:10]3[NH:28][C:13]4=[N:14][C:15]([N:18]5[CH2:23][CH2:22][CH2:21][C@@H:20]([C:24]([O:26]C)=[O:25])[CH2:19]5)=[CH:16][CH:17]=[C:12]4[N:11]=3)[CH:7]=[CH:6][N:5]=2)[CH2:3][CH2:2]1.[OH-].[Na+]. Product: [CH:1]1([C:4]2[N:9]=[C:8]([C:10]3[NH:28][C:13]4=[N:14][C:15]([N:18]5[CH2:23][CH2:22][CH2:21][C@@H:20]([C:24]([OH:26])=[O:25])[CH2:19]5)=[CH:16][CH:17]=[C:12]4[N:11]=3)[CH:7]=[CH:6][N:5]=2)[CH2:3][CH2:2]1. The catalyst class is: 8. (2) Product: [NH2:32][C:14]1[N:13]=[C:12]([C:11]2[C:4]3[C:3]([N:2]([CH3:30])[CH3:1])=[N:8][CH:7]=[N:6][C:5]=3[N:9]([CH2:22][O:23][CH2:24][CH2:25][Si:26]([CH3:29])([CH3:28])[CH3:27])[CH:10]=2)[CH:17]=[CH:16][N:15]=1. Reactant: [CH3:1][N:2]([CH3:30])[C:3]1[C:4]2[C:11]([C:12]3[CH:17]=[CH:16][N:15]=[C:14](S(C)(=O)=O)[N:13]=3)=[CH:10][N:9]([CH2:22][O:23][CH2:24][CH2:25][Si:26]([CH3:29])([CH3:28])[CH3:27])[C:5]=2[N:6]=[CH:7][N:8]=1.[OH-].[NH4+:32].O1CCOCC1. The catalyst class is: 6.